From a dataset of Reaction yield outcomes from USPTO patents with 853,638 reactions. Predict the reaction yield, written as a fraction of the theoretical maximum amount of product (1.0 means a 100% yield; for example, 0.34 means a 34% yield). (1) The reactants are O[C:2]1[CH:10]=[C:9]([CH3:11])[C:5]([C:6]([OH:8])=[O:7])=[CH:4][N:3]=1.P(Cl)(Cl)([Cl:14])=O. The catalyst is O. The product is [CH3:11][C:9]1[C:5]([C:6]([OH:8])=[O:7])=[CH:4][N:3]=[C:2]([Cl:14])[CH:10]=1. The yield is 0.810. (2) The reactants are [CH3:1][O:2][C:3]1[CH:4]=[C:5]2[C:9](=[CH:10][CH:11]=1)[C:8](=O)[CH:7]([C:13]([O:15][CH3:16])=[O:14])[CH2:6]2. The catalyst is C(O)(=O)C.Cl(O)(=O)(=O)=O. The product is [CH3:1][O:2][C:3]1[CH:4]=[C:5]2[C:9](=[CH:10][CH:11]=1)[CH2:8][CH:7]([C:13]([O:15][CH3:16])=[O:14])[CH2:6]2. The yield is 0.460. (3) The reactants are [Cl:1][C:2]1[N:7]=[C:6]([NH2:8])[C:5]([N+:9]([O-:11])=[O:10])=[CH:4][CH:3]=1.[I:12]I. The catalyst is C(O)C.S([O-])([O-])(=O)=O.[Ag+2]. The product is [Cl:1][C:2]1[N:7]=[C:6]([NH2:8])[C:5]([N+:9]([O-:11])=[O:10])=[CH:4][C:3]=1[I:12]. The yield is 0.880. (4) The reactants are [CH3:1][O:2][C:3]([C:5]1[CH:13]=[CH:12][CH:11]=[C:10]([N+:14]([O-:16])=[O:15])[C:6]=1C(O)=O)=[O:4].N(P(=O)([O:28][C:29]1[CH:34]=CC=C[CH:30]=1)[O:28][C:29]1[CH:34]=CC=C[CH:30]=1)=[N+]=[N-].[CH2:36](N(CC)CC)C.C[N:44](C)[CH:45]=[O:46]. No catalyst specified. The product is [C:29]([O:28][C:45]([NH:44][C:6]1[C:10]([N+:14]([O-:16])=[O:15])=[CH:11][CH:12]=[CH:13][C:5]=1[C:3]([O:2][CH3:1])=[O:4])=[O:46])([CH3:30])([CH3:34])[CH3:36]. The yield is 0.725. (5) The reactants are [C:1]([C:3]1[CH:8]=[CH:7][CH:6]=[CH:5][C:4]=1[C:9]1[CH:14]=[CH:13][C:12]([CH2:15][C:16]2[C:17](=[O:42])[N:18]([C@H:28]3[CH2:33][CH2:32][C@H:31]([O:34][CH:35]([CH3:41])[C:36](OCC)=[O:37])[CH2:30][CH2:29]3)[C:19]3[N:20]([N:25]=[CH:26][N:27]=3)[C:21]=2[CH2:22][CH2:23][CH3:24])=[C:11]([F:43])[CH:10]=1)#[N:2].[BH4-].[Li+].[Cl-].[NH4+]. The catalyst is O1CCCC1. The product is [F:43][C:11]1[CH:10]=[C:9]([C:4]2[C:3]([C:1]#[N:2])=[CH:8][CH:7]=[CH:6][CH:5]=2)[CH:14]=[CH:13][C:12]=1[CH2:15][C:16]1[C:17](=[O:42])[N:18]([C@H:28]2[CH2:33][CH2:32][C@H:31]([O:34][CH:35]([CH3:41])[CH2:36][OH:37])[CH2:30][CH2:29]2)[C:19]2[N:20]([N:25]=[CH:26][N:27]=2)[C:21]=1[CH2:22][CH2:23][CH3:24]. The yield is 0.580. (6) The reactants are [CH3:1][C:2]1([CH3:14])[C:6]([CH3:8])([CH3:7])[O:5][B:4]([C:9]2[CH:10]=[N:11][NH:12][CH:13]=2)[O:3]1.C(=O)([O-])[O-].[Cs+].[Cs+].[CH3:21][C:22]1([CH3:25])[CH2:24][O:23]1. No catalyst specified. The product is [CH3:21][C:22]([OH:23])([CH3:25])[CH2:24][N:12]1[CH:13]=[C:9]([B:4]2[O:5][C:6]([CH3:7])([CH3:8])[C:2]([CH3:14])([CH3:1])[O:3]2)[CH:10]=[N:11]1. The yield is 0.900. (7) The reactants are [N:1]1[CH:6]=[CH:5][CH:4]=[C:3]([CH2:7][NH:8][C:9]([C:11]2[S:15][C:14](Br)=[N:13][C:12]=2[CH3:17])=[O:10])[CH:2]=1.[NH:18]1[C:22](B(O)O)=[CH:21][CH:20]=[N:19]1.C(=O)([O-])[O-].[K+].[K+]. The catalyst is C1(C)C=CC=CC=1.O.C(O)C.C1C=CC([P]([Pd]([P](C2C=CC=CC=2)(C2C=CC=CC=2)C2C=CC=CC=2)([P](C2C=CC=CC=2)(C2C=CC=CC=2)C2C=CC=CC=2)[P](C2C=CC=CC=2)(C2C=CC=CC=2)C2C=CC=CC=2)(C2C=CC=CC=2)C2C=CC=CC=2)=CC=1. The product is [N:1]1[CH:6]=[CH:5][CH:4]=[C:3]([CH2:7][NH:8][C:9]([C:11]2[S:15][C:14]([C:22]3[NH:18][N:19]=[CH:20][CH:21]=3)=[N:13][C:12]=2[CH3:17])=[O:10])[CH:2]=1. The yield is 0.850. (8) The reactants are [F:1][C:2]1[CH:7]=[CH:6][CH:5]=[C:4]([F:8])[C:3]=1[N:9]1[C:14]2[N:15]=[C:16]([S:34][CH3:35])[N:17]=[C:18]([C:19]3[CH:20]=[C:21]([CH:30]=[CH:31][C:32]=3[CH3:33])[C:22]([NH:24][C:25]3[S:26][CH:27]=[CH:28][N:29]=3)=[O:23])[C:13]=2[CH:12]=[CH:11][C:10]1=[O:36].C1C=C(Cl)C=C(C(OO)=[O:45])C=1.CCOC(C)=O.CCCCCC. The catalyst is C(Cl)Cl. The product is [F:8][C:4]1[CH:5]=[CH:6][CH:7]=[C:2]([F:1])[C:3]=1[N:9]1[C:14]2[N:15]=[C:16]([S:34]([CH3:35])=[O:45])[N:17]=[C:18]([C:19]3[CH:20]=[C:21]([CH:30]=[CH:31][C:32]=3[CH3:33])[C:22]([NH:24][C:25]3[S:26][CH:27]=[CH:28][N:29]=3)=[O:23])[C:13]=2[CH:12]=[CH:11][C:10]1=[O:36]. The yield is 0.810. (9) The reactants are Cl[C:2]1[N:7]=[C:6]([NH:8][CH2:9][C:10]2[O:14][N:13]=[C:12]([C:15]3[CH:20]=[CH:19][CH:18]=[CH:17][CH:16]=3)[CH:11]=2)[N:5]=[C:4]([NH:21][C:22]2[CH:26]=[C:25]([CH:27]([CH3:29])[CH3:28])[NH:24][N:23]=2)[CH:3]=1.[CH3:30][N:31]1[CH2:36][CH2:35][N:34]([CH2:37][CH2:38][NH2:39])[CH2:33][CH2:32]1. The catalyst is C(O)CCC.CO. The product is [CH:27]([C:25]1[NH:24][N:23]=[C:22]([NH:21][C:4]2[CH:3]=[C:2]([NH:39][CH2:38][CH2:37][N:34]3[CH2:35][CH2:36][N:31]([CH3:30])[CH2:32][CH2:33]3)[N:7]=[C:6]([NH:8][CH2:9][C:10]3[O:14][N:13]=[C:12]([C:15]4[CH:20]=[CH:19][CH:18]=[CH:17][CH:16]=4)[CH:11]=3)[N:5]=2)[CH:26]=1)([CH3:29])[CH3:28]. The yield is 0.290.